From a dataset of NCI-60 drug combinations with 297,098 pairs across 59 cell lines. Regression. Given two drug SMILES strings and cell line genomic features, predict the synergy score measuring deviation from expected non-interaction effect. (1) Drug 1: C1CN(CCN1C(=O)CCBr)C(=O)CCBr. Drug 2: C1CCC(C(C1)N)N.C(=O)(C(=O)[O-])[O-].[Pt+4]. Cell line: NCIH23. Synergy scores: CSS=34.2, Synergy_ZIP=-4.34, Synergy_Bliss=-9.28, Synergy_Loewe=-10.5, Synergy_HSA=-7.37. (2) Drug 1: CN(C)C1=NC(=NC(=N1)N(C)C)N(C)C. Drug 2: CC(C)(C#N)C1=CC(=CC(=C1)CN2C=NC=N2)C(C)(C)C#N. Cell line: SF-539. Synergy scores: CSS=-2.32, Synergy_ZIP=-0.255, Synergy_Bliss=-2.19, Synergy_Loewe=-1.83, Synergy_HSA=-4.69. (3) Drug 1: CC12CCC(CC1=CCC3C2CCC4(C3CC=C4C5=CN=CC=C5)C)O. Drug 2: C1=CC=C(C=C1)NC(=O)CCCCCCC(=O)NO. Cell line: OVCAR-8. Synergy scores: CSS=29.4, Synergy_ZIP=-6.82, Synergy_Bliss=-2.96, Synergy_Loewe=-21.4, Synergy_HSA=-2.81. (4) Drug 1: CC1C(C(=O)NC(C(=O)N2CCCC2C(=O)N(CC(=O)N(C(C(=O)O1)C(C)C)C)C)C(C)C)NC(=O)C3=C4C(=C(C=C3)C)OC5=C(C(=O)C(=C(C5=N4)C(=O)NC6C(OC(=O)C(N(C(=O)CN(C(=O)C7CCCN7C(=O)C(NC6=O)C(C)C)C)C)C(C)C)C)N)C. Drug 2: CCC1(CC2CC(C3=C(CCN(C2)C1)C4=CC=CC=C4N3)(C5=C(C=C6C(=C5)C78CCN9C7C(C=CC9)(C(C(C8N6C)(C(=O)OC)O)OC(=O)C)CC)OC)C(=O)OC)O.OS(=O)(=O)O. Cell line: UACC62. Synergy scores: CSS=0.0345, Synergy_ZIP=0.732, Synergy_Bliss=0.247, Synergy_Loewe=-1.98, Synergy_HSA=-1.66. (5) Drug 1: CC12CCC(CC1=CCC3C2CCC4(C3CC=C4C5=CN=CC=C5)C)O. Drug 2: C1=CC=C(C(=C1)C(C2=CC=C(C=C2)Cl)C(Cl)Cl)Cl. Cell line: HCT116. Synergy scores: CSS=30.3, Synergy_ZIP=8.12, Synergy_Bliss=11.5, Synergy_Loewe=11.9, Synergy_HSA=11.9. (6) Drug 1: CC1=C2C(C(=O)C3(C(CC4C(C3C(C(C2(C)C)(CC1OC(=O)C(C(C5=CC=CC=C5)NC(=O)OC(C)(C)C)O)O)OC(=O)C6=CC=CC=C6)(CO4)OC(=O)C)OC)C)OC. Drug 2: C(CCl)NC(=O)N(CCCl)N=O. Cell line: NCI-H522. Synergy scores: CSS=60.3, Synergy_ZIP=16.9, Synergy_Bliss=17.5, Synergy_Loewe=-15.5, Synergy_HSA=17.6.